Dataset: hERG potassium channel inhibition data for cardiac toxicity prediction from Karim et al.. Task: Regression/Classification. Given a drug SMILES string, predict its toxicity properties. Task type varies by dataset: regression for continuous values (e.g., LD50, hERG inhibition percentage) or binary classification for toxic/non-toxic outcomes (e.g., AMES mutagenicity, cardiotoxicity, hepatotoxicity). Dataset: herg_karim. (1) The result is 1 (blocker). The molecule is O=[N+]([O-])c1cccc(CNc2cc(C(F)(F)F)cc3ncc(N4CCN(CCO)CC4)cc23)c1. (2) The drug is CC/C(=C(\c1ccccc1)c1ccc(OCCN(C)C)cc1)c1ccccc1. The result is 1 (blocker).